From a dataset of Full USPTO retrosynthesis dataset with 1.9M reactions from patents (1976-2016). Predict the reactants needed to synthesize the given product. Given the product [Cl:1][C:2]1[CH:3]=[CH:4][CH:5]=[C:6]2[C:11]=1[N:10]=[C:9]([C:12]1[CH:17]=[CH:16][CH:15]=[CH:14][C:13]=1[Cl:18])[C:8]([CH2:19][NH:20][C:22]1[C:23]3[CH:32]=[CH:31][NH:30][C:24]=3[N:25]=[C:26]([O:28][CH3:29])[N:27]=1)=[CH:7]2, predict the reactants needed to synthesize it. The reactants are: [Cl:1][C:2]1[CH:3]=[CH:4][CH:5]=[C:6]2[C:11]=1[N:10]=[C:9]([C:12]1[CH:17]=[CH:16][CH:15]=[CH:14][C:13]=1[Cl:18])[C:8]([CH2:19][NH2:20])=[CH:7]2.Cl[C:22]1[N:27]=[C:26]([O:28][CH3:29])[NH:25][C:24]2=[N:30][CH:31]=[CH:32][C:23]=12.CCN(C(C)C)C(C)C.